Task: Predict the product of the given reaction.. Dataset: Forward reaction prediction with 1.9M reactions from USPTO patents (1976-2016) (1) Given the reactants CC1(C)C(C)(C)OB([C:9]2[CH:10]=[C:11]3[C:15](=[CH:16][CH:17]=2)[N:14]([C:18]([O:20]C(C)(C)C)=O)[CH2:13][CH2:12]3)O1.CC(N(C1C=CC=C(B2OC(C)(C)C(C)(C)O2)C=1)C(=O)[O-])(C)C.[N:49]([C:52]1[CH:57]=[CH:56][CH:55]=[C:54]([C:58]([F:61])([F:60])[F:59])[CH:53]=1)=C=O.FC(F)(F)C1C=C(C=CC=1)C(Cl)=O.[NH2:75][C:76]1[C:81]2[C:82](C3C=C(NC(=O)C4C=CC=C(C(F)(F)F)C=4)C=CC=3)=[CH:83][S:84][C:80]=2[C:79]([C:104]2[CH:105]=[N:106][CH:107]=[CH:108][CH:109]=2)=[CH:78][N:77]=1, predict the reaction product. The product is: [NH2:75][C:76]1[C:81]2[C:82]([C:9]3[CH:10]=[C:11]4[C:15](=[CH:16][CH:17]=3)[N:14]([C:18]([NH:49][C:52]3[CH:57]=[CH:56][CH:55]=[C:54]([C:58]([F:61])([F:60])[F:59])[CH:53]=3)=[O:20])[CH2:13][CH2:12]4)=[CH:83][S:84][C:80]=2[C:79]([C:104]2[CH:105]=[N:106][CH:107]=[CH:108][CH:109]=2)=[CH:78][N:77]=1. (2) Given the reactants [N:1]1[C:10]2[C:5](=[CH:6][C:7]([OH:11])=[CH:8][CH:9]=2)[CH:4]=[CH:3][CH:2]=1.[O:12](S(C(F)(F)F)(=O)=O)[S:13]([C:16]([F:19])([F:18])[F:17])(=O)=[O:14], predict the reaction product. The product is: [N:1]1[C:10]2[C:5](=[CH:6][C:7]([O:11][S:13]([C:16]([F:19])([F:18])[F:17])(=[O:14])=[O:12])=[CH:8][CH:9]=2)[CH:4]=[CH:3][CH:2]=1.